From a dataset of Forward reaction prediction with 1.9M reactions from USPTO patents (1976-2016). Predict the product of the given reaction. (1) Given the reactants Cl.[Cl:2][CH2:3][C:4]1[CH:13]=[CH:12][C:11]2[C:6](=[CH:7][CH:8]=[CH:9][CH:10]=2)[N:5]=1.C([O-])([O-])=O.[K+].[K+], predict the reaction product. The product is: [Cl:2][CH2:3][C:4]1[CH:13]=[CH:12][C:11]2[C:6](=[CH:7][CH:8]=[CH:9][CH:10]=2)[N:5]=1. (2) Given the reactants Cl[CH2:2][C:3]1[CH:8]=[N:7][CH:6]=[CH:5][N:4]=1.ClCC1C(C(F)(F)F)=NC=CC=1.[NH:21]1[C:29]2[C:24](=[CH:25][CH:26]=[CH:27][CH:28]=2)[C@@:23]2([C:41]3[C:32](=[CH:33][C:34]4[O:39][CH2:38][CH2:37][O:36][C:35]=4[CH:40]=3)[O:31][CH2:30]2)[C:22]1=[O:42].N1C2C(=CC=CC=2)C2(C3C(=CC4OCCOC=4C=3)OC2)C1=O, predict the reaction product. The product is: [N:4]1[CH:5]=[CH:6][N:7]=[CH:8][C:3]=1[CH2:2][N:21]1[C:29]2[C:24](=[CH:25][CH:26]=[CH:27][CH:28]=2)[C@@:23]2([C:41]3[C:32](=[CH:33][C:34]4[O:39][CH2:38][CH2:37][O:36][C:35]=4[CH:40]=3)[O:31][CH2:30]2)[C:22]1=[O:42]. (3) Given the reactants C([NH:9][C:10]1[CH:15]=[CH:14][N:13]([CH:16]2[O:20][CH:19]([CH:21]=[CH:22][P:23]([OH:26])([OH:25])=[O:24])[CH:18]([O:27]C(=O)C3C=CC=CC=3)[CH:17]2[O:36][CH3:37])[C:12](=[O:38])[N:11]=1)(=O)C1C=CC=CC=1, predict the reaction product. The product is: [NH2:9][C:10]1[CH:15]=[CH:14][N:13]([CH:16]2[O:20][CH:19]([CH:21]=[CH:22][P:23](=[O:24])([OH:25])[OH:26])[CH:18]([OH:27])[CH:17]2[O:36][CH3:37])[C:12](=[O:38])[N:11]=1. (4) The product is: [I-:15].[CH3:14][N+:4]1([CH2:3][C:2]([CH3:1])([N+:11]([O-:13])=[O:12])[CH3:10])[CH2:9][CH2:8][CH2:7][CH2:6][CH2:5]1. Given the reactants [CH3:1][C:2]([N+:11]([O-:13])=[O:12])([CH3:10])[CH2:3][N:4]1[CH2:9][CH2:8][CH2:7][CH2:6][CH2:5]1.[CH3:14][I:15], predict the reaction product. (5) Given the reactants [CH2:1]([O:3][C:4](=[O:18])[CH:5]([O:15][CH2:16][CH3:17])[CH2:6][C:7]1[CH:12]=[CH:11][C:10]([OH:13])=[CH:9][C:8]=1[CH3:14])[CH3:2].[C:19]([C:23]1[CH:28]=[CH:27][C:26]([C:29]2[S:30][C:31]([CH3:37])=[C:32]([CH2:34][CH2:35]O)[N:33]=2)=[CH:25][CH:24]=1)([CH3:22])([CH3:21])[CH3:20].C1(P(C2C=CC=CC=2)C2C=CC=CC=2)C=CC=CC=1.N(C(OCC)=O)=NC(OCC)=O, predict the reaction product. The product is: [CH2:1]([O:3][C:4](=[O:18])[CH:5]([O:15][CH2:16][CH3:17])[CH2:6][C:7]1[CH:12]=[CH:11][C:10]([O:13][CH2:35][CH2:34][C:32]2[N:33]=[C:29]([C:26]3[CH:25]=[CH:24][C:23]([C:19]([CH3:20])([CH3:22])[CH3:21])=[CH:28][CH:27]=3)[S:30][C:31]=2[CH3:37])=[CH:9][C:8]=1[CH3:14])[CH3:2]. (6) Given the reactants [CH2:1]([O:3][C:4]1[CH:9]=[CH:8][C:7]([C:10]2[N:15]=[C:14]([C:16]#[N:17])[C:13]3[N:18]=[C:19]([CH:21]=[CH:22][CH2:23][N:24]4[CH2:29][CH2:28][O:27][CH2:26][CH2:25]4)[NH:20][C:12]=3[CH:11]=2)=[CH:6][C:5]=1[C:30]([F:33])([F:32])[F:31])[CH3:2], predict the reaction product. The product is: [CH2:1]([O:3][C:4]1[CH:9]=[CH:8][C:7]([C:10]2[N:15]=[C:14]([C:16]#[N:17])[C:13]3[N:18]=[C:19]([CH2:21][CH2:22][CH2:23][N:24]4[CH2:25][CH2:26][O:27][CH2:28][CH2:29]4)[NH:20][C:12]=3[CH:11]=2)=[CH:6][C:5]=1[C:30]([F:33])([F:31])[F:32])[CH3:2]. (7) The product is: [O:1]=[C:2]1[C:7]([C:14]2[CH:15]=[CH:16][CH:17]=[CH:18][CH:19]=2)([C:8]2[CH:13]=[CH:12][CH:11]=[CH:10][CH:9]=2)[CH2:6][CH2:5][CH2:4][N:3]1[CH2:20][C:21]([OH:23])=[O:22]. Given the reactants [O:1]=[C:2]1[C:7]([C:14]2[CH:19]=[CH:18][CH:17]=[CH:16][CH:15]=2)([C:8]2[CH:13]=[CH:12][CH:11]=[CH:10][CH:9]=2)[CH2:6][CH2:5][CH2:4][N:3]1[CH2:20][C:21]([O:23]CC)=[O:22].[OH-].[Li+], predict the reaction product. (8) Given the reactants [O:1]=[C:2]1[NH:7][C:6](=[S:8])[N:5]([CH2:9][C:10]2[CH:17]=[CH:16][CH:15]=[CH:14][C:11]=2[CH:12]=O)[C:4]2[CH:18]=[CH:19][NH:20][C:3]1=2.CCN(C(C)C)C(C)C.[CH:30]1([CH2:34][NH2:35])[CH2:33][CH2:32][CH2:31]1.[BH4-].[Na+], predict the reaction product. The product is: [CH:30]1([CH2:34][NH:35][CH2:12][C:11]2[CH:14]=[CH:15][CH:16]=[CH:17][C:10]=2[CH2:9][N:5]2[C:4]3[CH:18]=[CH:19][NH:20][C:3]=3[C:2](=[O:1])[NH:7][C:6]2=[S:8])[CH2:33][CH2:32][CH2:31]1. (9) Given the reactants [CH3:1][NH:2][CH2:3][CH2:4][CH2:5][OH:6].[CH2:7]=[C:8]1[O:12][C:10](=[O:11])[CH2:9]1, predict the reaction product. The product is: [OH:6][CH2:5][CH2:4][CH2:3][N:2]([CH3:1])[C:10](=[O:11])[CH2:9][C:8](=[O:12])[CH3:7]. (10) Given the reactants Cl.[Cl:2][C:3]1[CH:8]=[CH:7][N:6]=[CH:5][C:4]=1[CH3:9].ClN1C(=O)CCC1=O.N(C(C)(C)C#N)=NC(C)(C)C#N.[Cl:30][C:31]1[CH:36]=[CH:35][C:34]([S:37]([O-:39])=[O:38])=[CH:33][CH:32]=1.[Na+].C([O-])(=O)C.[K+], predict the reaction product. The product is: [Cl:2][C:3]1[CH:8]=[CH:7][N:6]=[CH:5][C:4]=1[CH2:9][S:37]([C:34]1[CH:35]=[CH:36][C:31]([Cl:30])=[CH:32][CH:33]=1)(=[O:39])=[O:38].